This data is from Reaction yield outcomes from USPTO patents with 853,638 reactions. The task is: Predict the reaction yield, written as a fraction of the theoretical maximum amount of product (1.0 means a 100% yield; for example, 0.34 means a 34% yield). The catalyst is O1CCCC1. The product is [CH2:7]([O:14][C:15]1[CH:16]=[C:17]([CH:26]=[CH:27][CH:28]=1)[O:18][C:19]1[S:23][C:22]([CH2:24][NH2:25])=[CH:21][CH:20]=1)[C:8]1[CH:9]=[CH:10][CH:11]=[CH:12][CH:13]=1. The reactants are [H-].[Al+3].[Li+].[H-].[H-].[H-].[CH2:7]([O:14][C:15]1[CH:16]=[C:17]([CH:26]=[CH:27][CH:28]=1)[O:18][C:19]1[S:23][C:22]([C:24]#[N:25])=[CH:21][CH:20]=1)[C:8]1[CH:13]=[CH:12][CH:11]=[CH:10][CH:9]=1.O. The yield is 0.720.